From a dataset of Forward reaction prediction with 1.9M reactions from USPTO patents (1976-2016). Predict the product of the given reaction. Given the reactants [Cl:1][C:2]1[N:3]=[C:4]([N:22]2[CH2:27][CH2:26][O:25][CH2:24][CH2:23]2)[C:5]2[S:10][C:9]([CH2:11][N:12]3[CH2:17][CH2:16][NH:15]C(=O)[C@@H]3C(C)C)=[CH:8][C:6]=2[N:7]=1.[CH2:28]1[C@@H:33]2[CH2:34]NCCN2[CH2:31][CH2:30][O:29]1, predict the reaction product. The product is: [Cl:1][C:2]1[N:3]=[C:4]([N:22]2[CH2:27][CH2:26][O:25][CH2:24][CH2:23]2)[C:5]2[S:10][C:9]([CH2:11][N:12]3[CH2:17][CH2:16][N:15]4[C@H:33]([CH2:28][O:29][CH2:30][CH2:31]4)[CH2:34]3)=[CH:8][C:6]=2[N:7]=1.